Predict which catalyst facilitates the given reaction. From a dataset of Catalyst prediction with 721,799 reactions and 888 catalyst types from USPTO. (1) Reactant: [F:1][C:2]([F:24])([F:23])[S:3]([NH:6][C:7]1[CH:12]=[CH:11][C:10]([C:13]2[O:17][C:16]([C:18]([O:20]CC)=O)=[N:15][N:14]=2)=[CH:9][CH:8]=1)(=[O:5])=[O:4].[Cl:25][C:26]1[CH:27]=[C:28]([CH:32]=[CH:33][C:34]=1[Cl:35])[CH2:29][NH:30][CH3:31]. Product: [Cl:25][C:26]1[CH:27]=[C:28]([CH:32]=[CH:33][C:34]=1[Cl:35])[CH2:29][N:30]([CH3:31])[C:18]([C:16]1[O:17][C:13]([C:10]2[CH:11]=[CH:12][C:7]([NH:6][S:3]([C:2]([F:24])([F:1])[F:23])(=[O:5])=[O:4])=[CH:8][CH:9]=2)=[N:14][N:15]=1)=[O:20]. The catalyst class is: 8. (2) Product: [C:2]([C:3]1([C:4]([O:6][CH2:7][CH3:8])=[O:5])[CH2:12][CH2:11]1)(=[O:1])[CH3:9]. The catalyst class is: 18. Reactant: [O:1]=[C:2]([CH3:9])[CH2:3][C:4]([O:6][CH2:7][CH3:8])=[O:5].Br[CH2:11][CH2:12]Br.C(=O)([O-])[O-].[K+].[K+]. (3) Reactant: [NH2:1][C:2]1[CH:3]=[CH:4][C:5]([O:12][CH2:13][C:14]2[CH:19]=[CH:18][CH:17]=[CH:16][C:15]=2[Cl:20])=[C:6]([C:8](=[O:11])[CH2:9][CH3:10])[CH:7]=1.[CH3:21][O:22][C:23]1[CH:24]=[C:25]([N:31]=[C:32]=[O:33])[CH:26]=[CH:27][C:28]=1[O:29][CH3:30]. Product: [Cl:20][C:15]1[CH:16]=[CH:17][CH:18]=[CH:19][C:14]=1[CH2:13][O:12][C:5]1[CH:4]=[CH:3][C:2]([NH:1][C:32]([NH:31][C:25]2[CH:26]=[CH:27][C:28]([O:29][CH3:30])=[C:23]([O:22][CH3:21])[CH:24]=2)=[O:33])=[CH:7][C:6]=1[C:8](=[O:11])[CH2:9][CH3:10]. The catalyst class is: 1. (4) Reactant: [C:1]1([CH:7]([C:27]2[CH:32]=[CH:31][CH:30]=[CH:29][CH:28]=2)[N:8]2[CH2:11][CH:10]([CH:12]([C:17]3[CH:18]=[C:19]([CH:23]=[C:24]([F:26])[CH:25]=3)[C:20]([OH:22])=[O:21])[C:13]([F:16])([CH3:15])[CH3:14])[CH2:9]2)[CH:6]=[CH:5][CH:4]=[CH:3][CH:2]=1.Cl.[CH3:34][CH2:35]O. Product: [C:27]1([CH:7]([C:1]2[CH:2]=[CH:3][CH:4]=[CH:5][CH:6]=2)[N:8]2[CH2:9][CH:10]([CH:12]([C:17]3[CH:18]=[C:19]([CH:23]=[C:24]([F:26])[CH:25]=3)[C:20]([O:22][CH2:34][CH3:35])=[O:21])[C:13]([F:16])([CH3:15])[CH3:14])[CH2:11]2)[CH:32]=[CH:31][CH:30]=[CH:29][CH:28]=1. The catalyst class is: 12. (5) Reactant: Br[CH:2](Br)[C:3]1[CH:4]=[C:5]([C:9]([CH3:16])([CH3:15])[C:10]([O:12][CH2:13][CH3:14])=[O:11])[CH:6]=[CH:7][CH:8]=1.C(O)(=[O:20])C.C([O-])(=O)C.[K+].Cl. Product: [CH:2]([C:3]1[CH:4]=[C:5]([C:9]([CH3:16])([CH3:15])[C:10]([O:12][CH2:13][CH3:14])=[O:11])[CH:6]=[CH:7][CH:8]=1)=[O:20]. The catalyst class is: 6. (6) The catalyst class is: 434. Reactant: [S:1]=[C:2]1[NH:7][C:6]2[CH:8]=[CH:9][NH:10][C:5]=2[C:4](=[O:11])[N:3]1[C:12]1[CH:17]=[CH:16][C:15]([O:18][CH2:19][C:20]([F:23])([F:22])[F:21])=[CH:14][CH:13]=1.Br[CH2:25][CH2:26][CH2:27][C:28]([O:30][C:31]([CH3:34])([CH3:33])[CH3:32])=[O:29].[I-].[Na+].C(=O)([O-])O.[Na+]. Product: [O:11]=[C:4]1[N:3]([C:12]2[CH:13]=[CH:14][C:15]([O:18][CH2:19][C:20]([F:23])([F:22])[F:21])=[CH:16][CH:17]=2)[C:2]([S:1][CH2:25][CH2:26][CH2:27][C:28]([O:30][C:31]([CH3:34])([CH3:33])[CH3:32])=[O:29])=[N:7][C:6]2[CH:8]=[CH:9][NH:10][C:5]1=2. (7) Reactant: [CH2:1]([O:3][C:4](=[O:34])[C@H:5]([CH3:33])[CH2:6][C@H:7]([NH:21][C:22](=[O:32])[CH2:23][CH2:24][C:25](=O)[NH:26][CH2:27][CH2:28][C:29]#[N:30])[CH2:8][C:9]1[CH:14]=[CH:13][C:12]([C:15]2[CH:20]=[CH:19][CH:18]=[CH:17][CH:16]=2)=[CH:11][CH:10]=1)[CH3:2].C1(P(C2C=CC=CC=2)C2C=CC=CC=2)C=CC=CC=1.N(C(OC(C)C)=O)=NC(OC(C)C)=O.C[Si]([N:72]=[N+:73]=[N-:74])(C)C. Product: [CH2:1]([O:3][C:4](=[O:34])[C@H:5]([CH3:33])[CH2:6][C@H:7]([NH:21][C:22](=[O:32])[CH2:23][CH2:24][C:25]1[N:26]([CH2:27][CH2:28][C:29]#[N:30])[N:74]=[N:73][N:72]=1)[CH2:8][C:9]1[CH:14]=[CH:13][C:12]([C:15]2[CH:20]=[CH:19][CH:18]=[CH:17][CH:16]=2)=[CH:11][CH:10]=1)[CH3:2]. The catalyst class is: 1.